Dataset: Forward reaction prediction with 1.9M reactions from USPTO patents (1976-2016). Task: Predict the product of the given reaction. (1) Given the reactants Br[C:2]1[C:9]([C:10]#[N:11])=[C:8]([OH:12])[C:7]([OH:13])=[CH:6][C:3]=1[C:4]#[N:5].[CH3:14][O:15][C:16]1[CH:21]=[CH:20][C:19]([SH:22])=[CH:18][CH:17]=1, predict the reaction product. The product is: [OH:12][C:8]1[C:7]([OH:13])=[CH:6][C:3]([C:4]#[N:5])=[C:2]([S:22][C:19]2[CH:20]=[CH:21][C:16]([O:15][CH3:14])=[CH:17][CH:18]=2)[C:9]=1[C:10]#[N:11]. (2) Given the reactants [Cl:1][C:2]1[CH:24]=[C:23]([Cl:25])[C:22]([C:26]2[CH:31]=[CH:30][CH:29]=[CH:28][N:27]=2)=[CH:21][C:3]=1[C:4]([NH:6][C:7]1[N:11]([C:12]2[CH:17]=[CH:16][CH:15]=[CH:14][CH:13]=2)[N:10]=[C:9]([C:18](O)=[O:19])[CH:8]=1)=[O:5].[NH2:32][CH2:33][C:34]([CH3:37])([OH:36])[CH3:35].CCN(C(C)C)C(C)C.CN(C(ON1N=NC2C=CC=NC1=2)=[N+](C)C)C.F[P-](F)(F)(F)(F)F, predict the reaction product. The product is: [Cl:1][C:2]1[CH:24]=[C:23]([Cl:25])[C:22]([C:26]2[CH:31]=[CH:30][CH:29]=[CH:28][N:27]=2)=[CH:21][C:3]=1[C:4]([NH:6][C:7]1[N:11]([C:12]2[CH:17]=[CH:16][CH:15]=[CH:14][CH:13]=2)[N:10]=[C:9]([C:18]([NH:32][CH2:33][C:34]([OH:36])([CH3:37])[CH3:35])=[O:19])[CH:8]=1)=[O:5].